Task: Regression. Given two drug SMILES strings and cell line genomic features, predict the synergy score measuring deviation from expected non-interaction effect.. Dataset: NCI-60 drug combinations with 297,098 pairs across 59 cell lines (1) Drug 1: C1=C(C(=O)NC(=O)N1)F. Drug 2: C1=CC(=CC=C1CCCC(=O)O)N(CCCl)CCCl. Cell line: MOLT-4. Synergy scores: CSS=59.8, Synergy_ZIP=3.79, Synergy_Bliss=0.0304, Synergy_Loewe=4.16, Synergy_HSA=6.09. (2) Drug 1: C1C(C(OC1N2C=C(C(=O)NC2=O)F)CO)O. Drug 2: C1=NC2=C(N1)C(=S)N=CN2. Cell line: HT29. Synergy scores: CSS=47.0, Synergy_ZIP=1.67, Synergy_Bliss=1.82, Synergy_Loewe=-6.65, Synergy_HSA=6.04. (3) Drug 1: C1CCC(C1)C(CC#N)N2C=C(C=N2)C3=C4C=CNC4=NC=N3. Drug 2: CC12CCC3C(C1CCC2O)C(CC4=C3C=CC(=C4)O)CCCCCCCCCS(=O)CCCC(C(F)(F)F)(F)F. Cell line: DU-145. Synergy scores: CSS=10.8, Synergy_ZIP=-1.49, Synergy_Bliss=6.73, Synergy_Loewe=5.76, Synergy_HSA=6.71. (4) Drug 1: C(=O)(N)NO. Drug 2: CCC1(C2=C(COC1=O)C(=O)N3CC4=CC5=C(C=CC(=C5CN(C)C)O)N=C4C3=C2)O.Cl. Cell line: ACHN. Synergy scores: CSS=24.1, Synergy_ZIP=-1.56, Synergy_Bliss=-1.46, Synergy_Loewe=-35.9, Synergy_HSA=-0.681. (5) Drug 1: CC1=C(C=C(C=C1)NC2=NC=CC(=N2)N(C)C3=CC4=NN(C(=C4C=C3)C)C)S(=O)(=O)N.Cl. Drug 2: C1=C(C(=O)NC(=O)N1)F. Cell line: NCI-H322M. Synergy scores: CSS=37.3, Synergy_ZIP=9.11, Synergy_Bliss=9.83, Synergy_Loewe=5.47, Synergy_HSA=8.48. (6) Drug 1: CCC(=C(C1=CC=CC=C1)C2=CC=C(C=C2)OCCN(C)C)C3=CC=CC=C3.C(C(=O)O)C(CC(=O)O)(C(=O)O)O. Drug 2: C1=CC=C(C(=C1)C(C2=CC=C(C=C2)Cl)C(Cl)Cl)Cl. Cell line: NCI-H522. Synergy scores: CSS=2.68, Synergy_ZIP=-1.16, Synergy_Bliss=0.777, Synergy_Loewe=-1.60, Synergy_HSA=0.445.